Regression/Classification. Given a drug SMILES string, predict its absorption, distribution, metabolism, or excretion properties. Task type varies by dataset: regression for continuous measurements (e.g., permeability, clearance, half-life) or binary classification for categorical outcomes (e.g., BBB penetration, CYP inhibition). Dataset: cyp2c9_veith. From a dataset of CYP2C9 inhibition data for predicting drug metabolism from PubChem BioAssay. The molecule is COc1ccc(CCNC(=O)COc2ccc(S(=O)(=O)NC3CCCCC3)cc2Cl)cc1. The result is 1 (inhibitor).